From a dataset of Catalyst prediction with 721,799 reactions and 888 catalyst types from USPTO. Predict which catalyst facilitates the given reaction. (1) Reactant: [F:1][C:2]1[CH:14]=[CH:13][C:5]([NH:6][C:7]2[CH:12]=[CH:11][CH:10]=[CH:9][N:8]=2)=[C:4]([NH2:15])[CH:3]=1.[CH3:16][O:17][C:18]1[CH:28]=[CH:27][C:21](/[CH:22]=[CH:23]/[C:24]([Cl:26])=O)=[CH:20][CH:19]=1.N1C=CC=CC=1N1C2C=CC=CC=2N=C1/C=C/C1C=CC=CC=1.Cl. Product: [ClH:26].[F:1][C:2]1[CH:14]=[CH:13][C:5]2[N:6]([C:7]3[CH:12]=[CH:11][CH:10]=[CH:9][N:8]=3)[C:24](/[CH:23]=[CH:22]/[C:21]3[CH:20]=[CH:19][C:18]([O:17][CH3:16])=[CH:28][CH:27]=3)=[N:15][C:4]=2[CH:3]=1. The catalyst class is: 5. (2) Reactant: C(OC([C:6]1[O:7][C:8]([NH:11][C:12]2[CH:17]=[CH:16][CH:15]=[C:14]([C:18]3[N:22]4[CH:23]=[CH:24][C:25]([C:27]5[CH:32]=[CH:31][C:30]([F:33])=[CH:29][CH:28]=5)=[CH:26][C:21]4=[N:20][CH:19]=3)[CH:13]=2)=[N:9][N:10]=1)=O)C.[OH-].[Na+].Cl. Product: [F:33][C:30]1[CH:29]=[CH:28][C:27]([C:25]2[CH:24]=[CH:23][N:22]3[C:18]([C:14]4[CH:13]=[C:12]([NH:11][C:8]5[O:7][CH:6]=[N:10][N:9]=5)[CH:17]=[CH:16][CH:15]=4)=[CH:19][N:20]=[C:21]3[CH:26]=2)=[CH:32][CH:31]=1. The catalyst class is: 440. (3) Reactant: [ClH:1].Cl.C1(O)CCCCC1.[CH3:10][C@H:11]1[NH:16][CH2:15][CH2:14][N:13]([C:17](=O)[C@@H:18]([C:30]2([OH:36])[CH2:35][CH2:34][CH2:33][CH2:32][CH2:31]2)[C:19]2[CH:24]=[CH:23][CH:22]=[C:21]([O:25][C:26]([F:29])([F:28])[F:27])[CH:20]=2)[CH2:12]1. Product: [ClH:1].[ClH:1].[CH3:10][C@H:11]1[NH:16][CH2:15][CH2:14][N:13]([CH2:17][C@@H:18]([C:30]2([OH:36])[CH2:35][CH2:34][CH2:33][CH2:32][CH2:31]2)[C:19]2[CH:24]=[CH:23][CH:22]=[C:21]([O:25][C:26]([F:29])([F:28])[F:27])[CH:20]=2)[CH2:12]1. The catalyst class is: 5. (4) Reactant: [CH2:1]([C:5]1[N:9]([C:10]2[CH:15]=[CH:14][CH:13]=[CH:12][CH:11]=2)[N:8]=[C:7]([CH2:16]O)[CH:6]=1)[CH:2]([CH3:4])[CH3:3].[N-:18]=[N+:19]=[N-:20]. Product: [N:18]([CH2:16][C:7]1[CH:6]=[C:5]([CH2:1][CH:2]([CH3:4])[CH3:3])[N:9]([C:10]2[CH:15]=[CH:14][CH:13]=[CH:12][CH:11]=2)[N:8]=1)=[N+:19]=[N-:20]. The catalyst class is: 207. (5) Reactant: [C:1]12(C(O)=O)[CH2:6][CH:4]([CH2:5]1)[CH2:3][CH2:2]2.CC[N:12]([CH:16](C)C)C(C)C.C1(P(N=[N+]=[N-])(C2C=CC=CC=2)=[O:26])C=CC=CC=1.[C:36]1([CH2:42][OH:43])[CH:41]=[CH:40][CH:39]=[CH:38][CH:37]=1. Product: [C:1]12([NH:12][C:16](=[O:26])[O:43][CH2:42][C:36]3[CH:41]=[CH:40][CH:39]=[CH:38][CH:37]=3)[CH2:5][CH:4]([CH2:6]1)[CH2:3][CH2:2]2. The catalyst class is: 12. (6) Reactant: [O:1]1[CH2:6][CH2:5][CH:4]([C:7]2[NH:8][CH:9]=[CH:10][N:11]=2)[CH2:3][CH2:2]1.[H-].[Na+].F[C:15]1[CH:24]=[CH:23][C:18]([C:19]([O:21][CH3:22])=[O:20])=[C:17]([CH3:25])[C:16]=1[N+:26]([O-:28])=[O:27].C(OCC)(=O)C. Product: [CH3:25][C:17]1[C:16]([N+:26]([O-:28])=[O:27])=[C:15]([N:11]2[CH:10]=[CH:9][N:8]=[C:7]2[CH:4]2[CH2:3][CH2:2][O:1][CH2:6][CH2:5]2)[CH:24]=[CH:23][C:18]=1[C:19]([O:21][CH3:22])=[O:20]. The catalyst class is: 35. (7) Reactant: [C:1]([C:5]1[CH:10]=[CH:9][C:8]([N:11]2[C:15](=[O:16])[C:14]([CH3:18])([CH3:17])[N:13]([CH2:19][C:20]3[CH:25]=[CH:24][N:23]4[O:26][C:27](=S)[N:28]=[C:22]4[CH:21]=3)[C:12]2=[O:30])=[CH:7][CH:6]=1)([CH3:4])([CH3:3])[CH3:2].[CH3:31][NH:32][CH2:33][CH2:34][CH3:35]. Product: [C:1]([C:5]1[CH:10]=[CH:9][C:8]([N:11]2[C:15](=[O:16])[C:14]([CH3:18])([CH3:17])[N:13]([CH2:19][C:20]3[CH:25]=[CH:24][N:23]=[C:22]([NH:28][C:27](=[O:26])[N:32]([CH3:31])[CH2:33][CH2:34][CH3:35])[CH:21]=3)[C:12]2=[O:30])=[CH:7][CH:6]=1)([CH3:4])([CH3:3])[CH3:2]. The catalyst class is: 12. (8) Reactant: [OH:1][CH2:2][C@@H:3]([C@@H:5]([C@@H:7]([CH2:9][CH2:10][CH2:11][CH2:12][CH2:13][CH2:14][CH2:15][CH2:16][CH2:17][CH2:18][CH2:19][CH2:20][CH2:21][CH3:22])O)O)[NH2:4].[F:23][C:24]([F:31])([F:30])[C:25](OCC)=[O:26].CCN(CC)CC. Product: [F:23][C:24]([F:31])([F:30])[C:25]([NH:4][C@H:3]([CH2:5][CH2:7][CH2:9][CH2:10][CH2:11][CH2:12][CH2:13][CH2:14][CH2:15][CH2:16][CH2:17][CH2:18][CH2:19][CH2:20][CH2:21][CH3:22])[CH2:2][OH:1])=[O:26]. The catalyst class is: 14.